From a dataset of Full USPTO retrosynthesis dataset with 1.9M reactions from patents (1976-2016). Predict the reactants needed to synthesize the given product. (1) Given the product [O:1]1[C:5]2[CH:6]=[CH:7][C:8]([C:10]3[CH:14]=[C:13]([C:15]4[NH:24][C:17]5[CH:22]=[CH:21][CH:20]=[CH:19][C:18]=5[N:23]=4)[NH:12][N:11]=3)=[CH:9][C:4]=2[O:3][CH2:2]1, predict the reactants needed to synthesize it. The reactants are: [O:1]1[C:5]2[CH:6]=[CH:7][C:8]([C:10]3[CH:14]=[C:13]([CH:15]=O)[NH:12][N:11]=3)=[CH:9][C:4]=2[O:3][CH2:2]1.[C:17]1([NH2:24])[CH:22]=[CH:21][CH:20]=[CH:19][C:18]=1[NH2:23]. (2) Given the product [C:36]1([S:42]([OH:45])(=[O:44])=[O:43])[CH:41]=[CH:40][CH:39]=[CH:38][CH:37]=1.[F:34][C:2]([F:1])([F:33])[C:3]1[CH:4]=[CH:5][C:6](/[CH:9]=[CH:10]/[C:11]2[O:12][CH:13]=[C:14]([CH2:16][O:17][C:18]3[CH:23]=[CH:22][C:21]([CH2:24][CH2:25][CH2:26][CH2:27][N:28]4[CH:32]=[CH:31][N:30]=[N:29]4)=[CH:20][CH:19]=3)[N:15]=2)=[CH:7][CH:8]=1, predict the reactants needed to synthesize it. The reactants are: [F:1][C:2]([F:34])([F:33])[C:3]1[CH:8]=[CH:7][C:6](/[CH:9]=[CH:10]/[C:11]2[O:12][CH:13]=[C:14]([CH2:16][O:17][C:18]3[CH:23]=[CH:22][C:21]([CH2:24][CH2:25][CH2:26][CH2:27][N:28]4[CH:32]=[CH:31][N:30]=[N:29]4)=[CH:20][CH:19]=3)[N:15]=2)=[CH:5][CH:4]=1.O.[C:36]1([S:42]([OH:45])(=[O:44])=[O:43])[CH:41]=[CH:40][CH:39]=[CH:38][CH:37]=1. (3) Given the product [F:29][C:19]([F:18])([F:28])[C:20]1[N:21]=[CH:22][C:23]([CH2:26][CH2:27][N:6]2[C:7]3[C:8]([CH3:13])=[CH:9][CH:10]=[CH:11][C:12]=3[C:4]3[CH2:3][N:2]([CH3:1])[CH2:15][CH2:14][C:5]2=3)=[CH:24][CH:25]=1, predict the reactants needed to synthesize it. The reactants are: [CH3:1][N:2]1[CH2:15][CH2:14][C:5]2[NH:6][C:7]3[C:8]([CH3:13])=[CH:9][CH:10]=[CH:11][C:12]=3[C:4]=2[CH2:3]1.[OH-].[K+].[F:18][C:19]([F:29])([F:28])[C:20]1[CH:25]=[CH:24][C:23]([CH:26]=[CH2:27])=[CH:22][N:21]=1.N1C2C(=CC=CC=2)C=C1.C(O)(C(F)(F)F)=O. (4) Given the product [I:15][N:5]1[C:4]([CH3:10])([CH3:3])[CH2:8][O:7][C:6]1=[O:9], predict the reactants needed to synthesize it. The reactants are: II.[CH3:3][C:4]1([CH3:10])[CH2:8][O:7][C:6](=[O:9])[NH:5]1.C(O[I:15](C1C=CC=CC=1)OC(=O)C)(=O)C. (5) Given the product [CH2:1]([O:4][CH2:5][CH2:6][C:7]([OH:9])=[O:8])[CH2:2][CH3:3], predict the reactants needed to synthesize it. The reactants are: [CH2:1]([O:4][CH2:5][CH2:6][C:7]([O:9]C)=[O:8])[CH2:2][CH3:3].[OH-].[Li+]. (6) Given the product [N+:21]([C:20]1[CH:15]=[CH:16][C:17]([O:13][C:12](=[O:14])[CH2:11][NH:10][C:8](=[O:9])[CH2:7][NH:6][C:1](=[O:5])[C:2]([CH3:4])=[CH2:3])=[CH:18][CH:19]=1)([O-:23])=[O:22], predict the reactants needed to synthesize it. The reactants are: [C:1]([NH:6][CH2:7][C:8]([NH:10][CH2:11][C:12]([OH:14])=[O:13])=[O:9])(=[O:5])[C:2]([CH3:4])=[CH2:3].[CH:15]1[C:20]([N+:21]([O-:23])=[O:22])=[CH:19][CH:18]=[C:17](O)[CH:16]=1.C1(N=C=NC2CCCCC2)CCCCC1.